From a dataset of B-cell epitopes from PDB crystal structures with 447 antigens. Token-level Classification. Given an antigen amino acid sequence, predict which amino acid positions are active epitope sites capable of antibody binding. Output is a list of indices for active positions. (1) Given the antigen sequence: SCNGLYYQGSCYILHSDYQMFSDAAANCTAESSTLPNKSDVMITWLIDYVEDTWGSDGNPITKSDVSQEVRKYFCVKTMN, which amino acid positions are active epitope sites? The epitope positions are: [16, 17, 18, 19, 22, 51, 67, 68, 69, 70, 71]. The amino acids at these positions are: DYQMDDQEVRK. (2) Given the antigen sequence: PAMIAECKTRTEVFEISRRLIDRTNANFLVWPPCVEVQRCSGCCNNRNVQCRPTQVQLRPVQVRKIEIVRKKPIFKKATVTLEDHLACKCET, which amino acid positions are active epitope sites? The epitope positions are: [28, 29, 30, 34, 44, 48, 50, 61, 63, 65, 66, 67, 69, 70, 71, 72, 73, 74, 75, 76... (24 total positions)]. The amino acids at these positions are: LVWVNVCQRIEIRKKPIFKKATVT. (3) Given the antigen sequence: EVVLVNVTENFNMWKNDMVEQMHEDIISLWDQSLKPCVKLTPLCVGAGSCNTSVITQACPKVSFEPIPIHYCAPAGFAILKCNNCTFNGTGPCTNVSTVQCTHGIRPVVSSQLLLNGSLACEEVVIRSVNFTDNAKTIIVQLNTSVEINCTGAGHCNIARAKWNNTLKQIASKLREQFGNNKTIIFKQSSGGDPEIVTHWFNCGGEFFYCNSTQLFNSTWFNSGSDTITLPCRIKQIINMWQKVGKAMYAPPISGQIRCSSNITGLLLTRDGGNSNNESEIFRPGGGDMRDNWRSELYKYKVVKI, which amino acid positions are active epitope sites? The epitope positions are: [36, 37, 39, 53, 55, 56, 232, 234, 235, 236, 247, 250]. The amino acids at these positions are: CVLVTQRKQIMP. (4) Given the antigen sequence: DERETWSGKVDFLLSVIGFAVDLANVWRFPYLCYKNGGGAFLVPYGIMLAVGGIPLFYMELALGQHNRKGAITCWGRLVPLFKGIGYAVVLIAFYVDFYYNVIIAWSLRFFFASFTNSLPWTSCNNIWNTPNCRPFEGHVEGFQSAASEYFNRYILELNRSEGIHDLGAIKWDMALCLLIVYLICYFSLWKGISTSGKVVWFTALFPYAVLLILLIRGLTLPGSFLGIQYYLTPNFSAIYKAEVWVDAATQVFFSLGPGFGVLLAYASYNKYHNNVYKDALLTSFINSATSFIAGFVIFSVLGYMAHTLGVRIEDVATEGPGLVFVVYPAAIATMPASTFWALIFFMMLATLGLDSSFGGSEAIITALSDEFPKIKRNRELFVAGLFSLYFVVGLASCTQGGFYFFHLLDRYAAGYSILVAVFFEAIAVSWIYGTNRFSEDIRDMIGFPPGRYWQVCWRFVAPIFLLFITVYGLIGYEPLTYADYVYPSWANALGWCIAG..., which amino acid positions are active epitope sites? The epitope positions are: [65, 66, 271, 272, 432, 433, 436, 437, 439, 440, 441, 442, 443, 444, 445, 446, 447, 448, 449, 532... (22 total positions)]. The amino acids at these positions are: HNYHYGRFEDIRDMIGFPPRDQ. (5) Given the antigen sequence: VWKEATTTLFCASDAKAYDTEVHNVWATHACVPTDPNPQEVKLENVTENFNMWKNNMVEQMHEDIISLWDQSLKPCVKLTGGSVITQACPKVSFEPIPIHYCAPAGFAILKCNDKKFNGTGPCTNVSTVQCTHGIRPVVSTQLLLNGSLAEEEIVIRSENFTNNAKTIIVQLNESVVINCTRPNNDIRQAHCNLSKTQWENTLEQIAIKLKEQFGNNKTIIFNPSSGGDPEIVTHSFNCGGEFFYCNSTQLFTWNGRNITLPCRIKQIINMWQEVGKAMYAPPIRGQIRCSSNITGLLLTRDGGKDTNGTEIFRPGGGDMRDNWRSELYKYKVVKIE, which amino acid positions are active epitope sites? The epitope positions are: [52, 53, 54, 58, 78, 159, 161, 162, 163, 164, 165, 166, 226, 227, 228, 231, 269, 270, 271, 273... (34 total positions)]. The amino acids at these positions are: WKNELNTNNAKTGGDINMWEVGKTRDGKDG.... (6) Given the antigen sequence: SALHWRAAGAATVLLVIVLLAGSYLAVLAERGAPGAQLITYPRALWWSVSTATTVGYGDLYPVTLWGRCVAVVVMVAGITSFGLVTAALATWFVGREQERRGH, which amino acid positions are active epitope sites? The epitope positions are: [23, 27, 30, 31, 32, 33, 34, 35, 36, 38, 39, 40, 42]. The amino acids at these positions are: YLRGAPGAQITYR. (7) Given the antigen sequence: PGATLCLGHHAVPNGTLVKTITDDQIEVTNATELVQSSSTGKICNNPHRILDGIDCTLIDALLGDPHCDVFQNETWDLFVERSKAFSNCYPYDVPDYASLRSLVASSGTLEFITEGFTWTGVTQNGGSNACKRGPGSGFFSRLNWLTKSGSTYPVLNVTMPNNDNFDKLYIWGVHHPSTNQEQTSLYVQASGRVTVSTRRSQQTIIPNIGSRPWVRGLSSRISIYWTIVKPGDVLVINSNGNLIAPRGYFKMRTGKSSIMRSDAPIDTCISECITPNGSIPNDKPFQNVNKITYGACPKYVKQNTLKLATGMRNVPEKQ, which amino acid positions are active epitope sites? The epitope positions are: [12, 316, 318]. The amino acids at these positions are: PEQ. (8) Given the antigen sequence: DCSQPLDVILLLDGSSSFPASYFDEMKSFAKAFISKANIGPRLTQVSVLQYGSITTIDVPWNVVPEKAHLLSLVDVMQREGGPSQIGDALGFAVRYLTSEMHGARPGASKAVVILVTDVSVDSVDAAADAARSNRVTVFPIGIGDRYDAAQLRILAGPAGDSNVVKLQRIEDLPTMVTLGNSFLHKLCS, which amino acid positions are active epitope sites? The epitope positions are: [53, 54, 55, 56, 57, 59, 60, 61, 87, 90, 91, 94, 95, 100, 101]. The amino acids at these positions are: ITTIDPWNDGFRYMH.